From a dataset of Full USPTO retrosynthesis dataset with 1.9M reactions from patents (1976-2016). Predict the reactants needed to synthesize the given product. (1) Given the product [CH3:11][O:10][C:9]1[CH:8]=[CH:7][C:4]([CH:5]=[O:6])=[CH:3][C:2]=1[O:1][CH2:19][CH2:20][O:21][CH3:22], predict the reactants needed to synthesize it. The reactants are: [OH:1][C:2]1[CH:3]=[C:4]([CH:7]=[CH:8][C:9]=1[O:10][CH3:11])[CH:5]=[O:6].C([O-])([O-])=O.[K+].[K+].Cl[CH2:19][CH2:20][O:21][CH3:22].C(OCC)(=O)C. (2) Given the product [Cl:20][C:21]1[N:22]=[CH:23][C:24]([C:2]2[CH:19]=[CH:18][C:5]3[NH:6][CH:7]([C:10]4[C:15]([F:16])=[CH:14][CH:13]=[CH:12][C:11]=4[F:17])[CH2:8][O:9][C:4]=3[CH:3]=2)=[C:25]([CH3:27])[CH:26]=1, predict the reactants needed to synthesize it. The reactants are: Br[C:2]1[CH:19]=[CH:18][C:5]2[NH:6][CH:7]([C:10]3[C:15]([F:16])=[CH:14][CH:13]=[CH:12][C:11]=3[F:17])[CH2:8][O:9][C:4]=2[CH:3]=1.[Cl:20][C:21]1[CH:26]=[C:25]([CH3:27])[C:24](B(O)O)=[CH:23][N:22]=1. (3) Given the product [CH3:13][O:12][C:10](=[O:11])[CH:9]([C:14]1[CH:15]=[C:16]2[C:21](=[CH:22][CH:23]=1)[CH:24]=[C:19]([C:30]([O:33][CH3:34])=[O:32])[CH:18]=[CH:17]2)[C:6]1[CH:7]=[CH:8][C:3]([O:2][CH3:1])=[CH:4][CH:5]=1, predict the reactants needed to synthesize it. The reactants are: [CH3:1][O:2][C:3]1[CH:8]=[CH:7][C:6]([CH:9]([C:14]2[CH:15]=[C:16]3[C:21](=[CH:22][CH:23]=2)N=[CH:19][CH:18]=[CH:17]3)[C:10]([O:12][CH3:13])=[O:11])=[CH:5][CH:4]=1.[CH3:24]CCCCC.[C:30]([O:33][CH2:34]C)(=[O:32])C. (4) Given the product [O:1]1[CH2:5][CH2:4][O:3][CH:2]1[CH2:6][CH2:7][CH2:8][CH2:9][CH2:10][CH2:11][CH2:12][CH2:13][O:14][C:15]1[CH:16]=[C:17]([CH:18]([C:24]2[S:23][CH:27]=[CH:26][CH:25]=2)[OH:19])[CH:20]=[CH:21][CH:22]=1, predict the reactants needed to synthesize it. The reactants are: [O:1]1[CH2:5][CH2:4][O:3][CH:2]1[CH2:6][CH2:7][CH2:8][CH2:9][CH2:10][CH2:11][CH2:12][CH2:13][O:14][C:15]1[CH:16]=[C:17]([CH:20]=[CH:21][CH:22]=1)[CH:18]=[O:19].[S:23]1[CH:27]=[CH:26][CH:25]=[C:24]1[Mg]Br. (5) Given the product [Cl:13][C:11]1[C:10]2[NH:9][N:8]=[CH:7][C:6]=2[C:5]2[CH2:14][N:15]([CH2:18][C:19]([F:21])([F:20])[F:22])[C:16](=[O:17])[C@H:2]([NH:1][C:39]([N:51]3[CH2:52][CH2:53][CH:54]([C:57]4[C:58](=[O:67])[NH:59][C:60]5[C:65]([CH:66]=4)=[CH:64][CH:63]=[CH:62][CH:61]=5)[CH2:55][CH2:56]3)=[N:40][C:41]#[N:42])[CH2:3][C:4]=2[CH:12]=1, predict the reactants needed to synthesize it. The reactants are: [NH2:1][C@H:2]1[C:16](=[O:17])[N:15]([CH2:18][C:19]([F:22])([F:21])[F:20])[CH2:14][C:5]2[C:6]3[CH:7]=[N:8][NH:9][C:10]=3[C:11]([Cl:13])=[CH:12][C:4]=2[CH2:3]1.C(N(CC)C(C)C)(C)C.C1C=CC(O[C:39](OC2C=CC=CC=2)=[N:40][C:41]#[N:42])=CC=1.Cl.[NH:51]1[CH2:56][CH2:55][CH:54]([C:57]2[C:58](=[O:67])[NH:59][C:60]3[C:65]([CH:66]=2)=[CH:64][CH:63]=[CH:62][CH:61]=3)[CH2:53][CH2:52]1.